From a dataset of Full USPTO retrosynthesis dataset with 1.9M reactions from patents (1976-2016). Predict the reactants needed to synthesize the given product. (1) Given the product [CH2:11]([O:10][C:8]([C:7]1[C:13](=[O:14])[NH:5][C:3]([S:4][CH3:19])=[N:2][N:1]=1)=[O:9])[CH3:12], predict the reactants needed to synthesize it. The reactants are: [NH2:1][NH:2][C:3]([NH2:5])=[S:4].O=[C:7]([C:13](OCC)=[O:14])[C:8]([O:10][CH2:11][CH3:12])=[O:9].[O-][CH2:19]C.[Na+].CI.C(=O)([O-])[O-].[K+].[K+].C(O)(=O)CC(CC(O)=O)(C(O)=O)O. (2) Given the product [Cl:1][C:2]1[CH:7]=[CH:6][CH:5]=[CH:4][C:3]=1[C:8]1[O:9][C:10]2[C:15]([C:16](=[O:18])[CH:17]=1)=[C:14]([O:19][CH3:20])[CH:13]=[C:12]([O:21][CH3:22])[C:11]=2[C@@H:23]1[CH2:27][CH2:26][N:25]([CH2:28][CH2:29][CH3:30])[C@H:24]1[CH2:31][OH:32], predict the reactants needed to synthesize it. The reactants are: [Cl:1][C:2]1[CH:7]=[CH:6][CH:5]=[CH:4][C:3]=1[C:8]1[O:9][C:10]2[C:15]([C:16](=[O:18])[CH:17]=1)=[C:14]([O:19][CH3:20])[CH:13]=[C:12]([O:21][CH3:22])[C:11]=2[C@@H:23]1[CH2:27][CH2:26][N:25]([CH2:28][CH2:29][CH3:30])[C@H:24]1[CH2:31][O:32]C(=O)C.[OH-].[Na+]. (3) Given the product [NH2:1][C:2]1[C:12]([Cl:13])=[C:11]([CH2:14][N:17]2[CH2:22][CH2:21][CH2:20][C@@H:19]([NH:23][C:24]([O:25][C:26]([CH3:29])([CH3:28])[CH3:27])=[O:30])[CH2:18]2)[C:10]([CH3:16])=[CH:9][C:3]=1[C:4]([O:6][CH2:7][CH3:8])=[O:5], predict the reactants needed to synthesize it. The reactants are: [NH2:1][C:2]1[C:12]([Cl:13])=[C:11]([CH:14]=O)[C:10]([CH3:16])=[CH:9][C:3]=1[C:4]([O:6][CH2:7][CH3:8])=[O:5].[NH:17]1[CH2:22][CH2:21][CH2:20][C@@H:19]([NH:23][C:24](=[O:30])[O:25][C:26]([CH3:29])([CH3:28])[CH3:27])[CH2:18]1. (4) Given the product [C:27]([C:20]1[CH:19]=[CH:18][C:17]([NH:16][C:13]([CH:11]2[CH2:10][S:9][C:8]([C:4]3[CH:5]=[CH:6][CH:7]=[C:2]([Cl:1])[CH:3]=3)=[N:12]2)=[O:15])=[CH:22][C:21]=1[C:23]([F:24])([F:25])[F:26])#[N:28], predict the reactants needed to synthesize it. The reactants are: [Cl:1][C:2]1[CH:3]=[C:4]([C:8]2[S:9][CH2:10][CH:11]([C:13]([OH:15])=O)[N:12]=2)[CH:5]=[CH:6][CH:7]=1.[NH2:16][C:17]1[CH:18]=[CH:19][C:20]([C:27]#[N:28])=[C:21]([C:23]([F:26])([F:25])[F:24])[CH:22]=1.CCN(C(C)C)C(C)C.C1CN([P+](Br)(N2CCCC2)N2CCCC2)CC1.F[P-](F)(F)(F)(F)F. (5) Given the product [Cl:1][C:2]1[C:3]2[N:4]([C:10]([CH:12]3[CH2:20][CH2:19][CH:18]4[N:14]([C:15](=[O:23])[C:16]([CH3:22])([CH3:21])[CH2:17]4)[CH2:13]3)=[N:9][CH:8]=2)[CH:5]=[CH:6][N:7]=1, predict the reactants needed to synthesize it. The reactants are: [Cl:1][C:2]1[C:3]([CH2:8][NH:9][C:10]([CH:12]2[CH2:20][CH2:19][CH:18]3[N:14]([C:15](=[O:23])[C:16]([CH3:22])([CH3:21])[CH2:17]3)[CH2:13]2)=O)=[N:4][CH:5]=[CH:6][N:7]=1.P(Cl)(Cl)(Cl)(Cl)Cl. (6) Given the product [F:19][N:5]([C:6]([C:15]([F:16])([F:17])[F:18])([C:7]([F:8])([F:9])[F:10])[C:11]([F:12])([F:13])[F:14])[C@:4]([F:34])([C:3]([OH:35])=[O:2])[C:20]([F:33])([F:32])[C:21]([F:31])([F:30])[OH:22], predict the reactants needed to synthesize it. The reactants are: C[O:2][C:3](=[O:35])[C@:4]([F:34])([C:20]([F:33])([F:32])[C:21]([F:31])([F:30])[O:22]C(OC(C)(C)C)=O)[N:5]([F:19])[C:6]([C:15]([F:18])([F:17])[F:16])([C:11]([F:14])([F:13])[F:12])[C:7]([F:10])([F:9])[F:8].[Li+].[OH-].Cl.